This data is from Forward reaction prediction with 1.9M reactions from USPTO patents (1976-2016). The task is: Predict the product of the given reaction. Given the reactants [Li]CCCC.[Cl:6][C:7]1[CH:12]=[C:11]([C:13]([F:16])([F:15])[F:14])[CH:10]=[C:9]([O:17][CH3:18])[CH:8]=1.CN([CH:22]=[O:23])C, predict the reaction product. The product is: [Cl:6][C:7]1[CH:12]=[C:11]([C:13]([F:15])([F:16])[F:14])[CH:10]=[C:9]([O:17][CH3:18])[C:8]=1[CH:22]=[O:23].